From a dataset of Reaction yield outcomes from USPTO patents with 853,638 reactions. Predict the reaction yield, written as a fraction of the theoretical maximum amount of product (1.0 means a 100% yield; for example, 0.34 means a 34% yield). The reactants are [CH3:1][Mg+].[Br-].CON(C)[C:7]([C:9]1[C:14](=[O:15])[C:13]([O:16][CH3:17])=[CH:12][N:11]([C:18]2[CH:23]=[CH:22][C:21]([N:24]3[CH:28]=[CH:27][CH:26]=[N:25]3)=[CH:20][C:19]=2[O:29][CH3:30])[N:10]=1)=[O:8]. The catalyst is C1COCC1. The product is [C:7]([C:9]1[C:14](=[O:15])[C:13]([O:16][CH3:17])=[CH:12][N:11]([C:18]2[CH:23]=[CH:22][C:21]([N:24]3[CH:28]=[CH:27][CH:26]=[N:25]3)=[CH:20][C:19]=2[O:29][CH3:30])[N:10]=1)(=[O:8])[CH3:1]. The yield is 0.270.